From a dataset of Forward reaction prediction with 1.9M reactions from USPTO patents (1976-2016). Predict the product of the given reaction. Given the reactants C(O[C:4]([C:6]1[CH:11]=[C:10]([Cl:12])[CH:9]=[C:8]([CH3:13])[N:7]=1)=[O:5])C.[F:14][C:15]1[CH:16]=[C:17]([CH:19]=[CH:20][CH:21]=1)[NH2:18], predict the reaction product. The product is: [F:14][C:15]1[CH:16]=[C:17]([NH:18][C:4]([C:6]2[CH:11]=[C:10]([Cl:12])[CH:9]=[C:8]([CH3:13])[N:7]=2)=[O:5])[CH:19]=[CH:20][CH:21]=1.